Dataset: Forward reaction prediction with 1.9M reactions from USPTO patents (1976-2016). Task: Predict the product of the given reaction. (1) The product is: [Br:1][C:2]1[S:6][C:5]([C@:7]2([CH2:16][C:17]([O:19][C:20]([CH3:23])([CH3:22])[CH3:21])=[O:18])[S:13](=[O:15])(=[O:14])[CH2:12][CH2:11][N:10]([C:46]([O:48][C:49]([CH3:52])([CH3:51])[CH3:50])=[O:47])[CH2:9][CH2:8]2)=[CH:4][CH:3]=1. Given the reactants [Br:1][C:2]1[S:6][C:5]([C@:7]2([CH2:16][C:17]([O:19][C:20]([CH3:23])([CH3:22])[CH3:21])=[O:18])[S:13](=[O:15])(=[O:14])[CH2:12][CH2:11][NH:10][CH2:9][CH2:8]2)=[CH:4][CH:3]=1.[C@@]12(CS([O-])(=O)=O)C(C)(C)C(CC1)CC2=O.C(N(CC)CC)C.[C:46](O[C:46]([O:48][C:49]([CH3:52])([CH3:51])[CH3:50])=[O:47])([O:48][C:49]([CH3:52])([CH3:51])[CH3:50])=[O:47], predict the reaction product. (2) The product is: [C:20]1([C:21]2[CH:22]=[C:23]([CH:24]=[CH:25][CH:26]=2)[CH2:27][NH2:28])[C:12]2[C:11]3[CH2:10][CH2:9][NH:8][CH2:17][C:16]=3[CH:15]=[N:14][C:13]=2[NH:18][N:19]=1.[C:38]([OH:40])([C:37]([F:42])([F:41])[F:36])=[O:39]. Given the reactants C(OC([N:8]1[CH2:17][C:16]2[CH:15]=[N:14][C:13]3[NH:18][N:19]=[C:20]([C:21]4[CH:26]=[CH:25][CH:24]=[C:23]([CH2:27][NH:28]C(OC(C)(C)C)=O)[CH:22]=4)[C:12]=3[C:11]=2[CH2:10][CH2:9]1)=O)(C)(C)C.[F:36][C:37]([F:42])([F:41])[C:38]([OH:40])=[O:39], predict the reaction product. (3) Given the reactants [NH2:1][C:2]1[C:11]2[C:6](=[CH:7][CH:8]=[CH:9][CH:10]=2)[CH:5]=[CH:4][CH:3]=1.[NH2:12][C:13]1[N:14]=[C:15]([NH2:24])[C:16]2[C:21]([CH2:22]Cl)=[CH:20][O:19][C:17]=2[N:18]=1.C(=O)([O-])[O-].[K+].[K+], predict the reaction product. The product is: [NH2:12][C:13]1[N:14]=[C:15]([NH2:24])[C:16]2[C:21]([CH2:22][NH:1][C:2]3[C:11]4[C:6](=[CH:7][CH:8]=[CH:9][CH:10]=4)[CH:5]=[CH:4][CH:3]=3)=[CH:20][O:19][C:17]=2[N:18]=1.